This data is from Peptide-MHC class I binding affinity with 185,985 pairs from IEDB/IMGT. The task is: Regression. Given a peptide amino acid sequence and an MHC pseudo amino acid sequence, predict their binding affinity value. This is MHC class I binding data. (1) The MHC is HLA-B38:01 with pseudo-sequence HLA-B38:01. The binding affinity (normalized) is 0.0847. The peptide sequence is QVQMLINTY. (2) The binding affinity (normalized) is 0. The MHC is HLA-A01:01 with pseudo-sequence HLA-A01:01. The peptide sequence is GTNETEYLF. (3) The peptide sequence is RAVPPNPTI. The MHC is HLA-B15:17 with pseudo-sequence HLA-B15:17. The binding affinity (normalized) is 0.954. (4) The peptide sequence is VIACLLVAV. The MHC is HLA-A02:01 with pseudo-sequence HLA-A02:01. The binding affinity (normalized) is 0.508. (5) The peptide sequence is GTSKIKMKW. The MHC is HLA-A03:01 with pseudo-sequence HLA-A03:01. The binding affinity (normalized) is 0.0847. (6) The peptide sequence is HTNFESFTV. The MHC is HLA-A26:01 with pseudo-sequence HLA-A26:01. The binding affinity (normalized) is 0.0287.